Dataset: Forward reaction prediction with 1.9M reactions from USPTO patents (1976-2016). Task: Predict the product of the given reaction. Given the reactants [CH2:1]([N:7]([CH3:17])[C:8]([NH:10][C@H:11]1[CH2:15][CH2:14][O:13][C:12]1=[O:16])=[O:9])[CH2:2][CH2:3][CH2:4][CH:5]=[CH2:6].[OH-:18].[Na+], predict the reaction product. The product is: [CH2:1]([N:7]([CH3:17])[C:8](=[O:9])[NH:10][C@@H:11]([CH2:15][CH2:14][OH:13])[C:12]([OH:18])=[O:16])[CH2:2][CH2:3][CH2:4][CH:5]=[CH2:6].